Dataset: Retrosynthesis with 50K atom-mapped reactions and 10 reaction types from USPTO. Task: Predict the reactants needed to synthesize the given product. (1) Given the product c1ccc(CCc2ccnc3ccccc23)nc1, predict the reactants needed to synthesize it. The reactants are: O=C(Cc1ccccn1)c1ccnc2ccccc12. (2) Given the product CCCCCCCc1ccc(C(=O)c2ccc(C#N)cc2)cc1, predict the reactants needed to synthesize it. The reactants are: CCCCCCCc1ccccc1.N#Cc1ccc(C(=O)Cl)cc1. (3) The reactants are: COc1ccc(Nc2ccc(CCNC[C@H](O)c3ccc(OCc4ccccc4)c4[nH]c(=O)ccc34)cc2)cc1-c1ccccc1. Given the product COc1ccc(Nc2ccc(CCNC[C@H](O)c3ccc(O)c4[nH]c(=O)ccc34)cc2)cc1-c1ccccc1, predict the reactants needed to synthesize it. (4) Given the product Fc1ccccc1Oc1ccc2c(-c3ccccc3Cl)n[nH]c2c1, predict the reactants needed to synthesize it. The reactants are: CC(C)(C)OC(=O)n1nc(-c2ccccc2Cl)c2ccc(Oc3ccccc3F)cc21. (5) The reactants are: COc1ccc(Cc2cc(Sc3c(Cl)cc([N+](=O)[O-])cc3Cl)ccc2OC)cn1. Given the product COc1ccc(Cc2cc(Sc3c(Cl)cc(N)cc3Cl)ccc2OC)cn1, predict the reactants needed to synthesize it. (6) Given the product O=C(NCc1cccc(C(F)(F)F)c1)c1ccnc(-c2ccccc2[N+](=O)[O-])c1, predict the reactants needed to synthesize it. The reactants are: O=C(NCc1cccc(C(F)(F)F)c1)c1ccnc(Br)c1.O=[N+]([O-])c1ccccc1B(O)O. (7) Given the product CCOC(=O)C(C)(C)Oc1ccc(OCCCC#Cc2ccc(OC(F)(F)F)cc2)c(F)c1, predict the reactants needed to synthesize it. The reactants are: CCOC(=O)C(C)(C)Oc1ccc(O)c(F)c1.CS(=O)(=O)OCCCC#Cc1ccc(OC(F)(F)F)cc1.